From a dataset of Reaction yield outcomes from USPTO patents with 853,638 reactions. Predict the reaction yield, written as a fraction of the theoretical maximum amount of product (1.0 means a 100% yield; for example, 0.34 means a 34% yield). (1) The reactants are [CH3:1]C(OC(/N=N/C(OC(C)C)=O)=O)C.[F:15][C:16]([F:40])([F:39])[C:17]1[N:21]2[N:22]=[C:23]([N:26]3[CH2:31][CH2:30][N:29]([C:32]4[CH:37]=[CH:36][C:35]([OH:38])=[CH:34][CH:33]=4)[CH2:28][CH2:27]3)[CH:24]=[CH:25][C:20]2=[N:19][N:18]=1.FC(F)(F)[C:43]1[N:47]2[N:48]=[C:49](N3CCC(C4C=CC(O)=CC=4)CC3)[CH:50]=[CH:51][C:46]2=NN=1.C1(P(C2C=CC=CC=2)C2C=CC=CC=2)C=CC=CC=1. The catalyst is C1COCC1. The product is [CH3:43][N:47]1[C:51]([CH2:46][CH2:1][O:38][C:35]2[CH:36]=[CH:37][C:32]([N:29]3[CH2:28][CH2:27][N:26]([C:23]4[CH:24]=[CH:25][C:20]5[N:21]([C:17]([C:16]([F:15])([F:39])[F:40])=[N:18][N:19]=5)[N:22]=4)[CH2:31][CH2:30]3)=[CH:33][CH:34]=2)=[CH:50][CH:49]=[N:48]1. The yield is 0.693. (2) The reactants are [F:1][C:2]([F:24])([F:23])[C:3]1[CH:4]=[C:5]([C:13]2[N:17]=[CH:16][N:15](/[CH:18]=[CH:19]\[C:20](O)=[O:21])[N:14]=2)[CH:6]=[C:7]([C:9]([F:12])([F:11])[F:10])[CH:8]=1.[NH:25]([C:27]1[CH:32]=[CH:31][C:30]([CH3:33])=[CH:29][N:28]=1)[NH2:26].C(P1(=O)OP(CCC)(=O)OP(CCC)(=O)O1)CC.CCN(C(C)C)C(C)C. The catalyst is CCOC(C)=O.O. The product is [F:11][C:9]([F:12])([F:10])[C:7]1[CH:6]=[C:5]([C:13]2[N:17]=[CH:16][N:15](/[CH:18]=[CH:19]\[C:20]([NH:26][NH:25][C:27]3[CH:32]=[CH:31][C:30]([CH3:33])=[CH:29][N:28]=3)=[O:21])[N:14]=2)[CH:4]=[C:3]([C:2]([F:24])([F:23])[F:1])[CH:8]=1. The yield is 0.400. (3) The yield is 0.830. The reactants are Br[C:2]1[CH:22]=[CH:21][C:5]2[N:6]([C:15]3[CH:20]=[CH:19][CH:18]=[CH:17][CH:16]=3)[C:7]([C:9]3[CH:14]=[CH:13][CH:12]=[CH:11][CH:10]=3)=[N:8][C:4]=2[CH:3]=1.[Cl:23][C:24]1[CH:29]=[CH:28][C:27](B(O)O)=[CH:26][CH:25]=1.C(=O)([O-])[O-].[Na+].[Na+]. The catalyst is C1C=CC([P]([Pd]([P](C2C=CC=CC=2)(C2C=CC=CC=2)C2C=CC=CC=2)([P](C2C=CC=CC=2)(C2C=CC=CC=2)C2C=CC=CC=2)[P](C2C=CC=CC=2)(C2C=CC=CC=2)C2C=CC=CC=2)(C2C=CC=CC=2)C2C=CC=CC=2)=CC=1.COCCOC. The product is [Cl:23][C:24]1[CH:29]=[CH:28][C:27]([C:2]2[CH:22]=[CH:21][C:5]3[N:6]([C:15]4[CH:20]=[CH:19][CH:18]=[CH:17][CH:16]=4)[C:7]([C:9]4[CH:14]=[CH:13][CH:12]=[CH:11][CH:10]=4)=[N:8][C:4]=3[CH:3]=2)=[CH:26][CH:25]=1. (4) The yield is 0.330. The reactants are [CH3:1][C:2]1[C:6]2[C:7](=[O:18])[N:8]([CH2:11][CH2:12][N:13]3[CH2:17][CH2:16][CH2:15][CH2:14]3)[CH2:9][CH2:10][C:5]=2[NH:4][C:3]=1[CH:19]=O.[CH3:21][O:22][C:23]1[CH:24]=[C:25]2[C:29](=[CH:30][CH:31]=1)[NH:28][C:27](=[O:32])[CH2:26]2. No catalyst specified. The product is [CH3:21][O:22][C:23]1[CH:24]=[C:25]2[C:29](=[CH:30][CH:31]=1)[NH:28][C:27](=[O:32])[C:26]2=[CH:19][C:3]1[NH:4][C:5]2[CH2:10][CH2:9][N:8]([CH2:11][CH2:12][N:13]3[CH2:14][CH2:15][CH2:16][CH2:17]3)[C:7](=[O:18])[C:6]=2[C:2]=1[CH3:1]. (5) The yield is 0.680. The reactants are [C:1]1([CH2:7][CH2:8][CH2:9][C:10]#[CH:11])[CH:6]=[CH:5][CH:4]=[CH:3][CH:2]=1.[B]1OC2C(=CC=CC=2)O1.Br[C:22]1[S:26][C:25]([CH2:27][CH2:28][C:29]2([CH3:35])[CH2:33][O:32][C:31](=[O:34])[NH:30]2)=[CH:24][CH:23]=1.[O-]CC.[Na+].[OH-].[Na+]. The catalyst is Cl[Pd](Cl)([P](C1C=CC=CC=1)(C1C=CC=CC=1)C1C=CC=CC=1)[P](C1C=CC=CC=1)(C1C=CC=CC=1)C1C=CC=CC=1.C1(C)C=CC=CC=1. The product is [CH3:35][C:29]1([CH2:28][CH2:27][C:25]2[S:26][C:22]([CH:11]=[CH:10][CH2:9][CH2:8][CH2:7][C:1]3[CH:6]=[CH:5][CH:4]=[CH:3][CH:2]=3)=[CH:23][CH:24]=2)[CH2:33][O:32][C:31](=[O:34])[NH:30]1. (6) The reactants are [OH:1][C:2]([C:5]1[CH:17]=[C:16]2[C:8]([C:9]3[C:10](B4OC(C)(C)C(C)(C)O4)=[CH:11][CH:12]=[C:13]([C:18]([NH2:20])=[O:19])[C:14]=3[NH:15]2)=[CH:7][CH:6]=1)([CH3:4])[CH3:3].Br[C:31]1[C:32]([CH3:51])=[C:33]([N:37]2[C:46](=[O:47])[C:45]3[C:40](=[CH:41][CH:42]=[C:43]([F:48])[CH:44]=3)[N:39]([CH3:49])[C:38]2=[O:50])[CH:34]=[CH:35][CH:36]=1.P([O-])([O-])([O-])=O.[K+].[K+].[K+]. The catalyst is C1COCC1.C1C=CC([P]([Pd]([P](C2C=CC=CC=2)(C2C=CC=CC=2)C2C=CC=CC=2)([P](C2C=CC=CC=2)(C2C=CC=CC=2)C2C=CC=CC=2)[P](C2C=CC=CC=2)(C2C=CC=CC=2)C2C=CC=CC=2)(C2C=CC=CC=2)C2C=CC=CC=2)=CC=1. The product is [F:48][C:43]1[CH:44]=[C:45]2[C:40](=[CH:41][CH:42]=1)[N:39]([CH3:49])[C:38](=[O:50])[N:37]([C:33]1[C:32]([CH3:51])=[C:31]([C:10]3[C:9]4[C:8]5[C:16](=[CH:17][C:5]([C:2]([OH:1])([CH3:4])[CH3:3])=[CH:6][CH:7]=5)[NH:15][C:14]=4[C:13]([C:18]([NH2:20])=[O:19])=[CH:12][CH:11]=3)[CH:36]=[CH:35][CH:34]=1)[C:46]2=[O:47]. The yield is 0.270. (7) The product is [Si:9]([O:8][CH2:7][C:5]1[N:6]=[C:2]([C:23]2([OH:26])[CH2:24][CH2:25][O:21][CH2:22]2)[S:3][CH:4]=1)([C:12]([CH3:15])([CH3:14])[CH3:13])([CH3:11])[CH3:10]. The reactants are Br[C:2]1[S:3][CH:4]=[C:5]([CH2:7][O:8][Si:9]([C:12]([CH3:15])([CH3:14])[CH3:13])([CH3:11])[CH3:10])[N:6]=1.C([Li])CCC.[O:21]1[CH2:25][CH2:24][C:23](=[O:26])[CH2:22]1. The yield is 0.667. The catalyst is C1COCC1. (8) The product is [CH:45]([N:33]1[C:34]([CH:36]2[CH2:41][CH2:40][N:39]([C:42](=[O:44])[CH3:43])[CH2:38][CH2:37]2)=[CH:35][C:31]([C:55]2[CH:56]=[C:57]3[C:49]([CH3:48])=[CH:50][NH:51][C:52]3=[N:53][CH:54]=2)=[N:32]1)([CH3:47])[CH3:46]. No catalyst specified. The reactants are C(N1C(C2CCN(C3COC3)CC2)=CC(C2C=C(C(F)(F)F)C(N)=NC=2)=N1)(C)C.I[C:31]1[CH:35]=[C:34]([CH:36]2[CH2:41][CH2:40][N:39]([C:42](=[O:44])[CH3:43])[CH2:38][CH2:37]2)[N:33]([CH:45]([CH3:47])[CH3:46])[N:32]=1.[CH3:48][C:49]1[C:57]2[C:52](=[N:53][CH:54]=[C:55](B3OC(C)(C)C(C)(C)O3)[CH:56]=2)[NH:51][CH:50]=1. The yield is 0.110.